This data is from Full USPTO retrosynthesis dataset with 1.9M reactions from patents (1976-2016). The task is: Predict the reactants needed to synthesize the given product. (1) The reactants are: [C:1]1([C@@H:7]([NH:10][C:11]([C:13]2[C:22]3[C:17](=[CH:18][CH:19]=[CH:20][CH:21]=3)[C:16](=[O:23])[N:15]([C:24]3[CH:29]=[CH:28][CH:27]=[CH:26][CH:25]=3)[C:14]=2[CH2:30]Br)=[O:12])[CH2:8][CH3:9])[CH:6]=[CH:5][CH:4]=[CH:3][CH:2]=1.[CH3:32][NH:33][CH3:34]. Given the product [C:1]1([C@@H:7]([NH:10][C:11]([C:13]2[C:22]3[C:17](=[CH:18][CH:19]=[CH:20][CH:21]=3)[C:16](=[O:23])[N:15]([C:24]3[CH:29]=[CH:28][CH:27]=[CH:26][CH:25]=3)[C:14]=2[CH2:30][N:33]([CH3:34])[CH3:32])=[O:12])[CH2:8][CH3:9])[CH:6]=[CH:5][CH:4]=[CH:3][CH:2]=1, predict the reactants needed to synthesize it. (2) Given the product [CH3:21][O:20][C:18](=[O:19])[CH:17]([CH:2]([C:4]1[O:5][C:6]([C:9]2[CH:14]=[CH:13][CH:12]=[C:11]([Cl:15])[CH:10]=2)=[N:7][N:8]=1)[CH3:3])[C:16]([O:23][CH3:24])=[O:22], predict the reactants needed to synthesize it. The reactants are: Cl[CH:2]([C:4]1[O:5][C:6]([C:9]2[CH:14]=[CH:13][CH:12]=[C:11]([Cl:15])[CH:10]=2)=[N:7][N:8]=1)[CH3:3].[C:16]([O:23][CH3:24])(=[O:22])[CH2:17][C:18]([O:20][CH3:21])=[O:19].C1CCN2C(=NCCC2)CC1. (3) Given the product [Br-:26].[CH3:1][S+:2]([CH3:22])[CH2:3][C@H:4]1[O:8][C@@H:7]([N:9]2[C:18]3[N:17]=[CH:16][N:15]=[C:13]([NH2:14])[C:12]=3[N:11]=[C:10]2[CH3:19])[C@H:6]([OH:20])[C@@H:5]1[OH:21], predict the reactants needed to synthesize it. The reactants are: [CH3:1][S:2][CH2:3][C@H:4]1[O:8][C@@H:7]([N:9]2[C:18]3[N:17]=[CH:16][N:15]=[C:13]([NH2:14])[C:12]=3[N:11]=[C:10]2[CH3:19])[C@H:6]([OH:20])[C@@H:5]1[OH:21].[C:22](O)(=O)C.[Br:26]C. (4) Given the product [C:4]([O:3][C:1]([NH:8][C@@H:9]([CH2:10][CH2:11][C:12](=[O:13])[CH:5]=[C:4]([CH3:7])[CH3:6])[C:14]([OH:16])=[O:15])=[O:2])([CH3:7])([CH3:6])[CH3:5], predict the reactants needed to synthesize it. The reactants are: [C:1]([N:8]1[C:12](=[O:13])[CH2:11][CH2:10][C@H:9]1[C:14]([OH:16])=[O:15])([O:3][C:4]([CH3:7])([CH3:6])[CH3:5])=[O:2].[Br-].[Mg+2].[Br-].Cl. (5) Given the product [CH3:7][O:6][C:4](=[O:5])[C:3]1[C:2](=[CH:11][CH:10]=[CH:9][CH:8]=1)[C:1]([OH:13])=[O:12], predict the reactants needed to synthesize it. The reactants are: [C:1]([O:13]C)(=[O:12])[C:2]1[C:3](=[CH:8][CH:9]=[CH:10][CH:11]=1)[C:4]([O:6][CH3:7])=[O:5].[OH-].[Na+]. (6) Given the product [C@@H:1]1([O:12][C:13]2[C:18]([CH2:19][C:20]3[CH:25]=[CH:24][C:23]([CH2:26][CH2:27][OH:28])=[CH:22][CH:21]=3)=[C:17]([CH3:32])[CH:16]=[C:15]([CH3:33])[N:14]=2)[O:9][C@H:8]([CH2:10][OH:11])[C@@H:6]([OH:7])[C@H:4]([OH:5])[C@H:2]1[OH:3], predict the reactants needed to synthesize it. The reactants are: [C@@H:1]1([O:12][C:13]2[C:18]([CH2:19][C:20]3[CH:25]=[CH:24][C:23]([CH2:26][CH2:27][O:28]COC)=[CH:22][CH:21]=3)=[C:17]([CH3:32])[CH:16]=[C:15]([CH3:33])[N:14]=2)[O:9][C@H:8]([CH2:10][OH:11])[C@@H:6]([OH:7])[C@H:4]([OH:5])[C@H:2]1[OH:3].C[Si](C)(C)Br.C(=O)(O)[O-].[Na+]. (7) Given the product [OH:39][C:35]1[CH:34]=[C:33]([NH:32][CH:2]=[C:3]2[C:11]3[C:6](=[CH:7][C:8]([C:12]([C:14]4[CH:15]=[CH:16][C:17]([NH:20][C:21]([C:23]5[N:24]([CH2:29][CH3:30])[N:25]=[C:26]([CH3:28])[CH:27]=5)=[O:22])=[CH:18][CH:19]=4)=[O:13])=[CH:9][CH:10]=3)[NH:5][C:4]2=[O:31])[CH:38]=[CH:37][CH:36]=1, predict the reactants needed to synthesize it. The reactants are: O[CH:2]=[C:3]1[C:11]2[C:6](=[CH:7][C:8]([C:12]([C:14]3[CH:19]=[CH:18][C:17]([NH:20][C:21]([C:23]4[N:24]([CH2:29][CH3:30])[N:25]=[C:26]([CH3:28])[CH:27]=4)=[O:22])=[CH:16][CH:15]=3)=[O:13])=[CH:9][CH:10]=2)[NH:5][C:4]1=[O:31].[NH2:32][C:33]1[CH:34]=[C:35]([OH:39])[CH:36]=[CH:37][CH:38]=1.